Dataset: hERG Central: cardiac toxicity at 1µM, 10µM, and general inhibition. Task: Predict hERG channel inhibition at various concentrations. (1) The compound is N#Cc1ccc(Cn2cc(C(=O)c3ccco3)c3ccccc32)cc1. Results: hERG_inhib (hERG inhibition (general)): blocker. (2) The drug is [Cl-].c1ccc(CC[C@@H]2CC[C@@H](CCc3ccccc3)N2)cc1. Results: hERG_inhib (hERG inhibition (general)): blocker.